This data is from Full USPTO retrosynthesis dataset with 1.9M reactions from patents (1976-2016). The task is: Predict the reactants needed to synthesize the given product. (1) Given the product [CH2:1]([N:8]([CH2:39][CH3:40])[CH2:9][CH:10]([O:35][CH2:36][CH3:37])[CH2:11][C:12]1[CH:13]=[CH:14][C:15]([O:16][CH2:17][CH2:18][C:19]2[CH:20]=[CH:21][C:22]([NH:25][CH3:26])=[CH:23][CH:24]=2)=[CH:33][CH:34]=1)[C:2]1[CH:7]=[CH:6][CH:5]=[CH:4][CH:3]=1, predict the reactants needed to synthesize it. The reactants are: [CH2:1]([N:8]([CH2:39][CH3:40])[C:9](=O)[CH:10]([O:35][CH2:36][CH3:37])[CH2:11][C:12]1[CH:34]=[CH:33][C:15]([O:16][CH2:17][CH2:18][C:19]2[CH:24]=[CH:23][C:22]([NH:25][C:26](=O)OC(C)(C)C)=[CH:21][CH:20]=2)=[CH:14][CH:13]=1)[C:2]1[CH:7]=[CH:6][CH:5]=[CH:4][CH:3]=1.CSC.B.C(OC(=O)C)C.CCCCCCC. (2) Given the product [Cl:27][C:28]1[N:32]([CH3:33])[N:31]=[C:30]([CH3:34])[C:29]=1[S:35]([N:49]1[CH2:50][CH2:51][CH:46]([CH2:45][C:44]2[CH:43]=[CH:42][C:41]([Cl:40])=[CH:53][CH:52]=2)[CH2:47][CH2:48]1)(=[O:37])=[O:36], predict the reactants needed to synthesize it. The reactants are: ClC1C=C(C=CC=1Cl)OC1CCN(S(C2C(C)=NN(C)C=2C)(=O)=O)CC1.[Cl:27][C:28]1[N:32]([CH3:33])[N:31]=[C:30]([CH3:34])[C:29]=1[S:35](Cl)(=[O:37])=[O:36].Cl.[Cl:40][C:41]1[CH:53]=[CH:52][C:44]([CH2:45][CH:46]2[CH2:51][CH2:50][NH:49][CH2:48][CH2:47]2)=[CH:43][CH:42]=1. (3) Given the product [CH3:19][C:15]1[CH:14]=[C:13]2[C:18](=[CH:17][CH:16]=1)[N:9]=[C:23]([C:24]([OH:26])=[O:25])[CH:11]=[CH:12]2, predict the reactants needed to synthesize it. The reactants are: C([N:9]1[C:18]2[C:13](=[CH:14][C:15]([CH3:19])=[CH:16][CH:17]=2)[CH:12]=[CH:11]C1C#N)(=O)C1C=CC=CC=1.O.[CH3:23][C:24]([OH:26])=[O:25]. (4) Given the product [CH3:22][C:9]1[C:8]2[C:3]([C:2]([CH3:1])=[C:15]3[C:10]=1[CH:11]=[C:12]1[C:19]([O:21][C:16](=[O:18])[C:13]1=[CH:14]3)=[O:20])=[CH:4][CH:5]=[CH:6][CH:7]=2, predict the reactants needed to synthesize it. The reactants are: [CH3:1][C:2]1[C:3]2[C:8]([C:9]([CH3:22])=[C:10]3[C:15]=1[CH:14]=[C:13]([C:16]([OH:18])=O)[C:12]([C:19]([OH:21])=[O:20])=[CH:11]3)=[CH:7][CH:6]=[CH:5][CH:4]=2.